From a dataset of Forward reaction prediction with 1.9M reactions from USPTO patents (1976-2016). Predict the product of the given reaction. Given the reactants C[CH:2]([OH:4])[CH3:3].[CH3:5][C:6]([CH3:8])=O.[CH3:9]CO[Si](OCC)(OCC)OCC.[C:22]1([Si:28](OCC)(OCC)[O:29]CC)[CH:27]=[CH:26][CH:25]=[CH:24][CH:23]=1.[N+]([O-])(O)=O.[CH2:42]([OH:46])[CH2:43][CH2:44]C.C(O)C, predict the reaction product. The product is: [C:22]1([Si:28]([O:4][CH2:2][CH2:3][CH3:9])([O:46][CH2:42][CH2:43][CH3:44])[O:29][CH2:5][CH2:6][CH3:8])[CH:27]=[CH:26][CH:25]=[CH:24][CH:23]=1.